Dataset: Reaction yield outcomes from USPTO patents with 853,638 reactions. Task: Predict the reaction yield, written as a fraction of the theoretical maximum amount of product (1.0 means a 100% yield; for example, 0.34 means a 34% yield). (1) The reactants are [CH2:1]([N:8]1[C:13](=[O:14])[CH2:12][O:11][C:10]([CH3:16])([CH3:15])[C@H:9]1[C:17]([OH:19])=[O:18])[C:2]1[CH:7]=[CH:6][CH:5]=[CH:4][CH:3]=1.[CH2:20](Br)[C:21]1[CH:26]=[CH:25][CH:24]=[CH:23][CH:22]=1. No catalyst specified. The product is [CH2:1]([N:8]1[C:13](=[O:14])[CH2:12][O:11][C:10]([CH3:16])([CH3:15])[C@H:9]1[C:17]([O:19][CH2:20][C:21]1[CH:26]=[CH:25][CH:24]=[CH:23][CH:22]=1)=[O:18])[C:2]1[CH:7]=[CH:6][CH:5]=[CH:4][CH:3]=1. The yield is 0.540. (2) The reactants are [Cl:1][C:2]1[CH:7]=[C:6](Cl)[N:5]=[CH:4][N:3]=1.[CH3:9][O:10][C:11]1[CH:16]=[CH:15][CH:14]=[CH:13][C:12]=1B(O)O.C(=O)([O-])[O-].[Na+].[Na+]. The catalyst is ClCCl. The product is [Cl:1][C:2]1[CH:7]=[C:6]([C:12]2[CH:13]=[CH:14][CH:15]=[CH:16][C:11]=2[O:10][CH3:9])[N:5]=[CH:4][N:3]=1. The yield is 0.800.